The task is: Predict the product of the given reaction.. This data is from Forward reaction prediction with 1.9M reactions from USPTO patents (1976-2016). (1) Given the reactants [Cl:1][C:2]1[CH:7]=[CH:6][C:5]([N:8]2[C:13](=[O:14])[C:12]3C=N[N:17]([C:18]4[CH:19]=[C:20]([S:24]([NH2:27])(=[O:26])=[O:25])[CH:21]=[CH:22][CH:23]=4)[C:11]=3[N:10]=[C:9]2[C:28]2[CH:33]=[CH:32][C:31](B3OC(C)(C)C(C)(C)O3)=[CH:30][CH:29]=2)=[CH:4][CH:3]=1.[NH2:43][C:44]1[CH:45]=[CH:46][C:47](Br)=[N:48][CH:49]=1.C(=O)([O-])[O-].[Cs+].[Cs+].[CH3:57][N:58](C)C=O, predict the reaction product. The product is: [NH2:43][C:44]1[CH:45]=[CH:46][C:47]([C:31]2[CH:32]=[CH:33][C:28]([C:9]3[N:8]([C:5]4[CH:6]=[CH:7][C:2]([Cl:1])=[CH:3][CH:4]=4)[C:13](=[O:14])[C:12]4[N:58]=[CH:57][N:17]([C:18]5[CH:19]=[C:20]([S:24]([NH2:27])(=[O:25])=[O:26])[CH:21]=[CH:22][CH:23]=5)[C:11]=4[N:10]=3)=[CH:29][CH:30]=2)=[N:48][CH:49]=1. (2) Given the reactants [OH-].[Na+].[Br:3][C:4]1[CH:5]=[C:6]2[C:10](=[C:11]([C:13]([O:15]C)=[O:14])[CH:12]=1)[N:9](C(OC(C)(C)C)=O)[CH:8]=[C:7]2[CH:24]1[CH2:29][CH2:28][S:27](=[O:31])(=[O:30])[CH2:26][CH2:25]1, predict the reaction product. The product is: [Br:3][C:4]1[CH:5]=[C:6]2[C:10](=[C:11]([C:13]([OH:15])=[O:14])[CH:12]=1)[NH:9][CH:8]=[C:7]2[CH:24]1[CH2:25][CH2:26][S:27](=[O:30])(=[O:31])[CH2:28][CH2:29]1. (3) Given the reactants C(NC(C)C)(C)C.[Br:8][C:9]1[CH:14]=[CH:13][C:12]([O:15][CH3:16])=[C:11]([F:17])[CH:10]=1.CN([CH:21]=[O:22])C, predict the reaction product. The product is: [Br:8][C:9]1[C:10]([CH:21]=[O:22])=[C:11]([F:17])[C:12]([O:15][CH3:16])=[CH:13][CH:14]=1.